This data is from Reaction yield outcomes from USPTO patents with 853,638 reactions. The task is: Predict the reaction yield, written as a fraction of the theoretical maximum amount of product (1.0 means a 100% yield; for example, 0.34 means a 34% yield). (1) The reactants are [C:1]([C:3]1([CH2:16][O:17]S(C2C=CC(C)=CC=2)(=O)=O)[CH2:8][CH2:7][N:6]([C:9]([O:11][C:12]([CH3:15])([CH3:14])[CH3:13])=[O:10])[CH2:5][CH2:4]1)#[N:2].[CH:28]1([C:31]2[C:32](O)=[CH:33][C:34]([F:41])=[C:35]([CH:40]=2)[C:36]([O:38][CH3:39])=[O:37])[CH2:30][CH2:29]1.C(=O)([O-])[O-].[K+].[K+]. The catalyst is CN(C=O)C.O. The product is [C:1]([C:3]1([CH2:16][O:17][C:32]2[CH:33]=[C:34]([F:41])[C:35]([C:36]([O:38][CH3:39])=[O:37])=[CH:40][C:31]=2[CH:28]2[CH2:30][CH2:29]2)[CH2:4][CH2:5][N:6]([C:9]([O:11][C:12]([CH3:13])([CH3:14])[CH3:15])=[O:10])[CH2:7][CH2:8]1)#[N:2]. The yield is 0.930. (2) The reactants are [CH2:1]([NH:5][C:6](=[O:12])[O:7][C:8]([CH3:11])([CH3:10])[CH3:9])[CH2:2][CH:3]=[CH2:4].[Li]CCCC.Cl[CH2:19][C:20](=[O:41])[CH:21]=[P:22]([C:35]1[CH:40]=[CH:39][CH:38]=[CH:37][CH:36]=1)([C:29]1[CH:34]=[CH:33][CH:32]=[CH:31][CH:30]=1)[C:23]1[CH:28]=[CH:27][CH:26]=[CH:25][CH:24]=1.O. The catalyst is C1COCC1. The product is [CH2:1]([N:5]([CH2:19][C:20](=[O:41])[CH:21]=[P:22]([C:29]1[CH:34]=[CH:33][CH:32]=[CH:31][CH:30]=1)([C:23]1[CH:24]=[CH:25][CH:26]=[CH:27][CH:28]=1)[C:35]1[CH:40]=[CH:39][CH:38]=[CH:37][CH:36]=1)[C:6](=[O:12])[O:7][C:8]([CH3:11])([CH3:10])[CH3:9])[CH2:2][CH:3]=[CH2:4]. The yield is 0.840. (3) The reactants are P(Br)(Br)Br.[CH3:5][C:6]([CH2:19][CH2:20][CH:21]=[C:22]([CH3:24])[CH3:23])=[CH:7][CH2:8][C:9]1[C:14]([F:15])=[CH:13][C:12]([CH2:16]O)=[CH:11][C:10]=1[F:18].[P:25]([O:32]CC)([O:29][CH2:30][CH3:31])[O:26][CH2:27][CH3:28].[I-].[Na+]. The catalyst is CCOCC. The product is [CH2:27]([O:26][P:25]([CH2:16][C:12]1[CH:13]=[C:14]([F:15])[C:9]([CH2:8][CH:7]=[C:6]([CH3:5])[CH2:19][CH2:20][CH:21]=[C:22]([CH3:24])[CH3:23])=[C:10]([F:18])[CH:11]=1)(=[O:32])[O:29][CH2:30][CH3:31])[CH3:28]. The yield is 0.600.